This data is from Peptide-MHC class II binding affinity with 134,281 pairs from IEDB. The task is: Regression. Given a peptide amino acid sequence and an MHC pseudo amino acid sequence, predict their binding affinity value. This is MHC class II binding data. (1) The peptide sequence is GLHLMIGLAKRSQDS. The MHC is DRB1_0301 with pseudo-sequence DRB1_0301. The binding affinity (normalized) is 0.178. (2) The peptide sequence is VSDPSKLNNQFGSMP. The MHC is H-2-IAb with pseudo-sequence H-2-IAb. The binding affinity (normalized) is 0. (3) The peptide sequence is MYLGTCKTLTPLMSS. The MHC is DRB1_0901 with pseudo-sequence DRB1_0901. The binding affinity (normalized) is 0.518. (4) The peptide sequence is INLIIHYVDRPGALG. The MHC is HLA-DQA10102-DQB10502 with pseudo-sequence HLA-DQA10102-DQB10502. The binding affinity (normalized) is 0.813.